This data is from Catalyst prediction with 721,799 reactions and 888 catalyst types from USPTO. The task is: Predict which catalyst facilitates the given reaction. Reactant: [C:1]([C:3]([C:6]1[CH:7]=[C:8]([CH:29]=[CH:30][CH:31]=1)[C:9]([NH:11][C:12]1[CH:17]=[CH:16][C:15]([CH3:18])=[C:14]([O:19][C:20]2[CH:21]=[N:22][C:23]([N+:26]([O-])=O)=[CH:24][CH:25]=2)[CH:13]=1)=[O:10])([CH3:5])[CH3:4])#[N:2]. Product: [NH2:26][C:23]1[N:22]=[CH:21][C:20]([O:19][C:14]2[CH:13]=[C:12]([NH:11][C:9](=[O:10])[C:8]3[CH:29]=[CH:30][CH:31]=[C:6]([C:3]([C:1]#[N:2])([CH3:5])[CH3:4])[CH:7]=3)[CH:17]=[CH:16][C:15]=2[CH3:18])=[CH:25][CH:24]=1. The catalyst class is: 129.